Dataset: Forward reaction prediction with 1.9M reactions from USPTO patents (1976-2016). Task: Predict the product of the given reaction. Given the reactants [F:1][C:2]1[CH:7]=[CH:6][C:5]([SH:8])=[CH:4][CH:3]=1.[CH:9]1(Br)[CH2:12][CH2:11][CH2:10]1.C([O-])([O-])=O.[Cs+].[Cs+], predict the reaction product. The product is: [CH:9]1([S:8][C:5]2[CH:6]=[CH:7][C:2]([F:1])=[CH:3][CH:4]=2)[CH2:12][CH2:11][CH2:10]1.